Dataset: Full USPTO retrosynthesis dataset with 1.9M reactions from patents (1976-2016). Task: Predict the reactants needed to synthesize the given product. (1) Given the product [CH2:11]([NH:18][C:2]1[C:7]([N+:8]([O-:10])=[O:9])=[CH:6][CH:5]=[CH:4][N:3]=1)[C:12]1[CH:17]=[CH:16][CH:15]=[CH:14][CH:13]=1, predict the reactants needed to synthesize it. The reactants are: Cl[C:2]1[C:7]([N+:8]([O-:10])=[O:9])=[CH:6][CH:5]=[CH:4][N:3]=1.[CH2:11]([NH2:18])[C:12]1[CH:17]=[CH:16][CH:15]=[CH:14][CH:13]=1. (2) Given the product [ClH:1].[ClH:1].[CH3:51][O:50][C:48]1[CH:49]=[C:44]([C:41]2[CH:42]=[CH:43][C:38]([C:37]([N:33]3[CH2:34][CH2:35][CH2:36][N:30]([CH2:29][CH2:28][CH2:27][N:23]4[CH2:24][CH2:25][CH2:26][N:20]([C:18](=[O:19])[C:17]5[CH:57]=[CH:58][C:14]([C:6]6[CH:5]=[C:4]([O:3][CH3:2])[C:9]([O:10][CH3:11])=[C:8]([O:12][CH3:13])[CH:7]=6)=[CH:15][CH:16]=5)[CH2:21][CH2:22]4)[CH2:31][CH2:32]3)=[O:56])=[CH:39][CH:40]=2)[CH:45]=[C:46]([O:54][CH3:55])[C:47]=1[O:52][CH3:53], predict the reactants needed to synthesize it. The reactants are: [ClH:1].[CH3:2][O:3][C:4]1[CH:5]=[C:6]([C:14]2[CH:58]=[CH:57][C:17]([C:18]([N:20]3[CH2:26][CH2:25][CH2:24][N:23]([CH2:27][CH2:28][CH2:29][N:30]4[CH2:36][CH2:35][CH2:34][N:33]([C:37](=[O:56])[C:38]5[CH:43]=[CH:42][C:41]([C:44]6[CH:49]=[C:48]([O:50][CH3:51])[C:47]([O:52][CH3:53])=[C:46]([O:54][CH3:55])[CH:45]=6)=[CH:40][CH:39]=5)[CH2:32][CH2:31]4)[CH2:22][CH2:21]3)=[O:19])=[CH:16][CH:15]=2)[CH:7]=[C:8]([O:12][CH3:13])[C:9]=1[O:10][CH3:11]. (3) Given the product [CH2:1]([S:8]([NH:11][C:12]([CH:14]1[CH2:19][CH2:18][N:17]([C:20]2[C:30]([C:31]#[N:32])=[CH:29][C:23]([C:24]([O:26][CH2:27][CH3:28])=[O:25])=[C:22]([CH2:33][S:35][CH2:36][CH2:37][OH:38])[N:21]=2)[CH2:16][CH2:15]1)=[O:13])(=[O:10])=[O:9])[C:2]1[CH:7]=[CH:6][CH:5]=[CH:4][CH:3]=1, predict the reactants needed to synthesize it. The reactants are: [CH2:1]([S:8]([NH:11][C:12]([CH:14]1[CH2:19][CH2:18][N:17]([C:20]2[C:30]([C:31]#[N:32])=[CH:29][C:23]([C:24]([O:26][CH2:27][CH3:28])=[O:25])=[C:22]([CH2:33]Cl)[N:21]=2)[CH2:16][CH2:15]1)=[O:13])(=[O:10])=[O:9])[C:2]1[CH:7]=[CH:6][CH:5]=[CH:4][CH:3]=1.[SH:35][CH2:36][CH2:37][OH:38]. (4) Given the product [ClH:33].[C:13]1([CH:19]([CH2:48][CH3:49])[CH2:20][N:21]([CH2:34][CH2:35][CH2:36][O:37][C:38]2[CH2:39][C:40](=[CH:44][C:45]([OH:47])=[O:46])[CH:41]=[CH:42][CH:43]=2)[CH2:22][C:23]2[CH:28]=[CH:27][CH:26]=[C:25]([C:29]([F:30])([F:32])[F:31])[C:24]=2[Cl:33])[CH:14]=[CH:15][CH:16]=[CH:17][CH:18]=1, predict the reactants needed to synthesize it. The reactants are: C1(C(CC)CN)C=CC=CC=1.Cl.[C:13]1([CH:19]([CH2:48][CH:49](C)C)[CH2:20][N:21]([CH2:34][CH2:35][CH2:36][O:37][C:38]2[CH2:39][C:40](=[CH:44][C:45]([OH:47])=[O:46])[CH:41]=[CH:42][CH:43]=2)[CH2:22][C:23]2[CH:28]=[CH:27][CH:26]=[C:25]([C:29]([F:32])([F:31])[F:30])[C:24]=2[Cl:33])[CH:18]=[CH:17][CH:16]=[CH:15][CH:14]=1.